Dataset: Forward reaction prediction with 1.9M reactions from USPTO patents (1976-2016). Task: Predict the product of the given reaction. (1) Given the reactants ClCC(NC1C=C(Cl)N=C(N2C(C)=CC(C)=N2)N=1)=O.N1CCCC1.[Cl:25][C:26]1[N:31]=[C:30]([N:32]2[C:36]([CH3:37])=[CH:35][C:34]([CH3:38])=[N:33]2)[N:29]=[C:28]([NH:39][C:40](=[O:48])[CH2:41][N:42]2[CH2:47][CH2:46]O[CH2:44][CH2:43]2)[CH:27]=1, predict the reaction product. The product is: [Cl:25][C:26]1[N:31]=[C:30]([N:32]2[C:36]([CH3:37])=[CH:35][C:34]([CH3:38])=[N:33]2)[N:29]=[C:28]([NH:39][C:40](=[O:48])[CH2:41][N:42]2[CH2:47][CH2:46][CH2:44][CH2:43]2)[CH:27]=1. (2) Given the reactants [F:1][C:2]([F:11])([F:10])[C:3]1[CH:9]=[CH:8][CH:7]=[CH:6][C:4]=1[NH2:5].F[C:13]1[CH:20]=[CH:19][C:16]([C:17]#[N:18])=[CH:15][CH:14]=1, predict the reaction product. The product is: [NH2:18][CH2:17][C:16]1[CH:19]=[CH:20][C:13]([NH:5][C:4]2[CH:6]=[CH:7][CH:8]=[CH:9][C:3]=2[C:2]([F:10])([F:11])[F:1])=[CH:14][CH:15]=1.